This data is from Reaction yield outcomes from USPTO patents with 853,638 reactions. The task is: Predict the reaction yield, written as a fraction of the theoretical maximum amount of product (1.0 means a 100% yield; for example, 0.34 means a 34% yield). The reactants are [CH:1]([NH:4]C(C)C)(C)C.C([Li])CCC.[F:13][C:14]1[CH:19]=[C:18](I)[CH:17]=[CH:16][C:15]=1[CH2:21][C:22]([O:24][CH3:25])=[O:23].[CH3:56][O:55][C:52]1[CH:51]=[CH:50][C:49]([N:48]2[C:44]([C:42](O[C:42]([C:44]3[N:48]([C:49]4[CH:54]=[CH:53][C:52]([O:55][CH3:56])=[CH:51][CH:50]=4)[N:47]=[C:46]([C:57]([F:60])([F:59])[F:58])[CH:45]=3)=[O:43])=[O:43])=[CH:45][C:46]([C:57]([F:60])([F:59])[F:58])=[N:47]2)=[CH:54][CH:53]=1.Cl.[O:66]1[CH2:70][CH2:69][CH2:68][CH2:67]1. The catalyst is CN(C)P(N(C)C)(N(C)C)=O. The product is [F:13][C:14]1[CH:19]=[C:18]([N:4]2[CH:1]=[CH:70][CH:69]=[CH:68][C:67]2=[O:66])[CH:17]=[CH:16][C:15]=1[CH:21]([C:42]([C:44]1[N:48]([C:49]2[CH:50]=[CH:51][C:52]([O:55][CH3:56])=[CH:53][CH:54]=2)[N:47]=[C:46]([C:57]([F:58])([F:60])[F:59])[CH:45]=1)=[O:43])[C:22]([O:24][CH3:25])=[O:23]. The yield is 0.490.